From a dataset of Forward reaction prediction with 1.9M reactions from USPTO patents (1976-2016). Predict the product of the given reaction. (1) Given the reactants [C:1]([C:3]1[CH:4]=[N:5][C:6]2[C:11]([C:12]=1[OH:13])=[C:10]([O:14][CH:15]1[CH2:20][CH2:19][N:18]([CH3:21])[CH2:17][CH2:16]1)[CH:9]=[C:8](F)[CH:7]=2)#[N:2].CO.C[C:26](C)([O-:28])C.[K+].Cl, predict the reaction product. The product is: [C:1]([C:3]1[CH:4]=[N:5][C:6]2[C:11]([C:12]=1[OH:13])=[C:10]([O:14][CH:15]1[CH2:20][CH2:19][N:18]([CH3:21])[CH2:17][CH2:16]1)[CH:9]=[C:8]([O:28][CH3:26])[CH:7]=2)#[N:2]. (2) The product is: [C:11]([O:14][CH2:15][C:16]([CH3:54])([CH3:53])[CH2:17][N:18]1[C:24]2[CH:25]=[CH:26][C:27]([Cl:8])=[CH:28][C:23]=2[C@@H:22]([C:30]2[CH:35]=[CH:34][CH:33]=[C:32]([O:36][CH3:37])[C:31]=2[O:38][CH3:39])[O:21][C@H:20]([CH2:40][CH:41]([O:44][Si:45]([C:48]([CH3:51])([CH3:50])[CH3:49])([CH3:47])[CH3:46])/[C:42](/[NH2:43])=[N:10]/[OH:9])[C:19]1=[O:52])(=[O:13])[CH3:12]. Given the reactants C(N(CC)CC)C.[ClH:8].[OH:9][NH2:10].[C:11]([O:14][CH2:15][C:16]([CH3:54])([CH3:53])[CH2:17][N:18]1[C:24]2[CH:25]=[CH:26][C:27](Cl)=[CH:28][C:23]=2[C@@H:22]([C:30]2[CH:35]=[CH:34][CH:33]=[C:32]([O:36][CH3:37])[C:31]=2[O:38][CH3:39])[O:21][C@H:20]([CH2:40][CH:41]([O:44][Si:45]([C:48]([CH3:51])([CH3:50])[CH3:49])([CH3:47])[CH3:46])[C:42]#[N:43])[C:19]1=[O:52])(=[O:13])[CH3:12], predict the reaction product. (3) Given the reactants [F:1][C:2]1[CH:3]=[C:4]([CH:10]=[CH:11][C:12]([OH:14])=[O:13])[CH:5]=[CH:6][C:7]=1[CH:8]=O.[C:15]([C:18]1[CH:23]=[CH:22][CH:21]=[CH:20][CH:19]=1)(=[O:17])[CH3:16].Cl, predict the reaction product. The product is: [F:1][C:2]1[CH:3]=[C:4]([CH:10]=[CH:11][C:12]([OH:14])=[O:13])[CH:5]=[CH:6][C:7]=1[CH:8]=[CH:16][C:15](=[O:17])[C:18]1[CH:23]=[CH:22][CH:21]=[CH:20][CH:19]=1.